From a dataset of Reaction yield outcomes from USPTO patents with 853,638 reactions. Predict the reaction yield, written as a fraction of the theoretical maximum amount of product (1.0 means a 100% yield; for example, 0.34 means a 34% yield). The reactants are Br[CH:2]([CH2:7][CH2:8][CH2:9]Br)[C:3]([O:5][CH3:6])=[O:4].[OH:11][C:12]1[CH:13]=[C:14]([CH:19]=[CH:20][CH:21]=1)[C:15]([O:17][CH3:18])=[O:16].C([O-])([O-])=O.[K+].[K+].[C:28]([O-:31])(=[S:30])[CH3:29].[K+]. The catalyst is CN(C=O)C.CCOC(C)=O. The product is [C:28]([S:30][CH2:9][CH2:8][CH2:7][CH:2]([C:3]([O:5][CH3:6])=[O:4])[O:11][C:12]1[CH:13]=[C:14]([CH:19]=[CH:20][CH:21]=1)[C:15]([O:17][CH3:18])=[O:16])(=[O:31])[CH3:29]. The yield is 0.370.